Dataset: Forward reaction prediction with 1.9M reactions from USPTO patents (1976-2016). Task: Predict the product of the given reaction. (1) Given the reactants [Cl:1][C:2]1[CH:28]=[CH:27][C:5]([CH2:6][N:7]2[C:15]3[C:10](=[CH:11][CH:12]=[CH:13][CH:14]=3)[CH:9]=[C:8]2[C:16]([N:18]2[CH2:23][CH2:22][CH:21]([C:24](O)=[O:25])[CH2:20][CH2:19]2)=[O:17])=[CH:4][CH:3]=1.Cl.C(N=C=N[CH2:35][CH2:36][CH2:37][N:38](C)C)C.N1(O)[C:45]2[CH:46]=C[CH:48]=[CH:49][C:44]=2N=N1.C(N([CH:57]([CH3:59])[CH3:58])C(C)C)C, predict the reaction product. The product is: [Cl:1][C:2]1[CH:3]=[CH:4][C:5]([CH2:6][N:7]2[C:15]3[C:10](=[CH:11][CH:12]=[CH:13][CH:14]=3)[CH:9]=[C:8]2[C:16]([N:18]2[CH2:23][CH2:22][CH:21]([C:24]([NH:38][CH2:37][CH2:36][C:35]3[CH:48]=[CH:49][C:44]([CH:57]([CH3:58])[CH3:59])=[CH:45][CH:46]=3)=[O:25])[CH2:20][CH2:19]2)=[O:17])=[CH:27][CH:28]=1. (2) Given the reactants [NH2:1][N:2]1[N:11]=[C:10]([N:12]2[CH2:17][CH2:16][O:15][CH2:14][CH2:13]2)[C:9]2[C:4](=[CH:5][CH:6]=[CH:7][CH:8]=2)[C:3]1=[O:18].[Br:19][C:20]1[CH:25]=[CH:24][C:23]([CH2:26][C:27](O)=[O:28])=[CH:22][CH:21]=1, predict the reaction product. The product is: [Br:19][C:20]1[CH:25]=[CH:24][C:23]([CH2:26][C:27]([NH:1][N:2]2[N:11]=[C:10]([N:12]3[CH2:17][CH2:16][O:15][CH2:14][CH2:13]3)[C:9]3[C:4](=[CH:5][CH:6]=[CH:7][CH:8]=3)[C:3]2=[O:18])=[O:28])=[CH:22][CH:21]=1. (3) Given the reactants [CH3:1][C:2]([CH3:9])([CH:7]=O)[C:3]([O:5][CH3:6])=[O:4].[N:10]1([C:16]([O:18][C:19]([CH3:22])([CH3:21])[CH3:20])=[O:17])[CH2:15][CH2:14][NH:13][CH2:12][CH2:11]1.C(O)(=O)C.C(O[BH-](OC(=O)C)OC(=O)C)(=O)C.[Na+], predict the reaction product. The product is: [CH3:6][O:5][C:3](=[O:4])[C:2]([CH3:1])([CH3:9])[CH2:7][N:13]1[CH2:12][CH2:11][N:10]([C:16]([O:18][C:19]([CH3:22])([CH3:21])[CH3:20])=[O:17])[CH2:15][CH2:14]1. (4) The product is: [NH2:18][C:14]1[CH:13]=[C:12]([C:10]2[C:9]3[C:4](=[CH:5][C:6]([O:23][CH3:24])=[C:33]([O:32][CH3:29])[CH:34]=3)[N:3]=[C:2]([CH2:25][NH2:26])[N:11]=2)[CH:17]=[CH:16][CH:15]=1. Given the reactants Cl[C:2]1[N:11]=[C:10]([C:12]2[CH:13]=[C:14]([NH:18]C=O)[CH:15]=[CH:16][CH:17]=2)[C:9]2[C:4](=[CH:5][C:6]([O:23][CH3:24])=C(OC)C=2)[N:3]=1.[CH3:25][NH2:26].[Cl-].[Na+].[C:29]([O:32][CH2:33][CH3:34])(=O)C, predict the reaction product. (5) Given the reactants [C:1]([N:5]1[C:9](=[O:10])[CH:8]=[C:7]([C:11]2[CH:16]=[CH:15][CH:14]=[C:13]([O:17][Si](C(C)(C)C)(C)C)[CH:12]=2)[S:6]1(=[O:26])=[O:25])([CH3:4])([CH3:3])[CH3:2].[F-].C([N+](CCCC)(CCCC)CCCC)CCC, predict the reaction product. The product is: [C:1]([N:5]1[C:9](=[O:10])[CH:8]=[C:7]([C:11]2[CH:16]=[CH:15][CH:14]=[C:13]([OH:17])[CH:12]=2)[S:6]1(=[O:25])=[O:26])([CH3:4])([CH3:2])[CH3:3]. (6) Given the reactants [OH:1][C:2]1[CH:9]=[C:8]([C:10](=[O:13])[CH:11]=[CH2:12])[CH:7]=[C:6]([OH:14])[C:3]=1[CH:4]=O.[C:15]1(P(C2C=CC=CC=2)C2C=CC=CC=2)C=CC=CC=1.C([Li])CCC, predict the reaction product. The product is: [CH:4]([C:3]1[C:2]([OH:1])=[CH:9][C:8]([C:10](=[O:13])[CH:11]=[CH2:12])=[CH:7][C:6]=1[OH:14])=[CH2:15]. (7) Given the reactants [Na].Br[C:3]1[CH:4]=[C:5]2[C:13](=[CH:14][CH:15]=1)[N:12]([CH2:16][CH2:17][CH3:18])[C:11]1[CH:10]=[CH:9][C:8]([C:19](=[O:21])[CH3:20])=[CH:7][C:6]2=1.[CH3:22][OH:23], predict the reaction product. The product is: [CH3:22][O:23][C:3]1[CH:4]=[C:5]2[C:13](=[CH:14][CH:15]=1)[N:12]([CH2:16][CH2:17][CH3:18])[C:11]1[CH:10]=[CH:9][C:8]([C:19](=[O:21])[CH3:20])=[CH:7][C:6]2=1. (8) Given the reactants [C:1]([O:5][C:6](=[O:23])[NH:7][C@:8]1([C:16]2[CH:21]=[CH:20][CH:19]=[CH:18][C:17]=2[F:22])[C@H:12]([CH2:13][OH:14])[C@@H:11]([CH3:15])[O:10][CH2:9]1)([CH3:4])([CH3:3])[CH3:2].CCCCCC.CCOC(C)=O.C([O-])(O)=O.[Na+].S(=O)(O)[O-].[Na+], predict the reaction product. The product is: [C:1]([O:5][C:6](=[O:23])[NH:7][C@:8]1([C:16]2[CH:21]=[CH:20][CH:19]=[CH:18][C:17]=2[F:22])[C@H:12]([CH:13]=[O:14])[C@@H:11]([CH3:15])[O:10][CH2:9]1)([CH3:2])([CH3:3])[CH3:4]. (9) Given the reactants [NH2:1][C:2]1[CH:3]=[C:4]2[C:9](=[CH:10][CH:11]=1)[CH:8]([C:12]([O:14][CH3:15])=[O:13])[CH2:7][CH2:6][CH2:5]2.[CH:16](OCC)(OCC)OCC.[N-:26]=[N+:27]=[N-:28].[Na+], predict the reaction product. The product is: [N:1]1([C:2]2[CH:3]=[C:4]3[C:9](=[CH:10][CH:11]=2)[CH:8]([C:12]([O:14][CH3:15])=[O:13])[CH2:7][CH2:6][CH2:5]3)[CH:16]=[N:28][N:27]=[N:26]1.